From a dataset of Forward reaction prediction with 1.9M reactions from USPTO patents (1976-2016). Predict the product of the given reaction. Given the reactants [S-:1][C:2]#[N:3].[K+].[CH2:11]1[O:12][C:9](O)([CH2:11][OH:12])[CH2:8]O[C:9]1(O)[CH2:8]O.Cl.[CH2:18]([NH2:21])[CH2:19][CH3:20].C(O)(=O)C, predict the reaction product. The product is: [OH:12][CH2:11][C:9]1[N:21]([CH2:18][CH2:19][CH3:20])[C:2]([SH:1])=[N:3][CH:8]=1.